From a dataset of Full USPTO retrosynthesis dataset with 1.9M reactions from patents (1976-2016). Predict the reactants needed to synthesize the given product. (1) Given the product [N+:24]([C:23]1[C:17]2[O:16][C:15]([NH:14][CH:11]3[CH2:12][CH2:13][NH:8][CH2:9][CH2:10]3)=[N:19][C:18]=2[CH:20]=[CH:21][CH:22]=1)([O-:26])=[O:25], predict the reactants needed to synthesize it. The reactants are: C(OC([N:8]1[CH2:13][CH2:12][CH:11]([NH:14][C:15]2[O:16][C:17]3[C:23]([N+:24]([O-:26])=[O:25])=[CH:22][CH:21]=[CH:20][C:18]=3[N:19]=2)[CH2:10][CH2:9]1)=O)(C)(C)C.C(O)(C(F)(F)F)=O. (2) Given the product [C:6]([O:10][C:8]([C:6]1[CH:5]=[CH:4][C:18]([CH2:19][CH2:20][C:21]([OH:17])=[O:1])=[CH:12][CH:11]=1)=[O:9])([CH3:11])([CH3:8])[CH3:5], predict the reactants needed to synthesize it. The reactants are: [OH-:1].[Li+].Cl.[C:4](O)(=O)[CH2:5][C:6]([CH2:11][C:12](O)=O)([C:8]([OH:10])=[O:9])O.[O:17]1[CH2:21][CH2:20][CH2:19][CH2:18]1. (3) Given the product [OH:9][CH:8]([C:10]1[CH:15]=[CH:14][C:13]([C:16]([F:19])([F:18])[F:17])=[CH:12][CH:11]=1)[C:7]1[CH:6]=[CH:5][N:4]=[CH:3][C:2]=1/[CH:21]=[CH:20]/[N:22]1[C:23](=[O:32])[C:24]2[C:29](=[CH:28][CH:27]=[CH:26][CH:25]=2)[C:30]1=[O:31], predict the reactants needed to synthesize it. The reactants are: Br[C:2]1[CH:3]=[N:4][CH:5]=[CH:6][C:7]=1[CH:8]([C:10]1[CH:15]=[CH:14][C:13]([C:16]([F:19])([F:18])[F:17])=[CH:12][CH:11]=1)[OH:9].[CH:20]([N:22]1[C:30](=[O:31])[C:29]2[C:24](=[CH:25][CH:26]=[CH:27][CH:28]=2)[C:23]1=[O:32])=[CH2:21].C1(P(C2CCCCC2)C2C=CC=CC=2C2C=CC=CC=2)CCCCC1.CCN(CC)CC.